Regression/Classification. Given a drug SMILES string, predict its absorption, distribution, metabolism, or excretion properties. Task type varies by dataset: regression for continuous measurements (e.g., permeability, clearance, half-life) or binary classification for categorical outcomes (e.g., BBB penetration, CYP inhibition). Dataset: cyp3a4_veith. From a dataset of CYP3A4 inhibition data for predicting drug metabolism from PubChem BioAssay. The molecule is COc1ccc(-n2c(=O)cnc3cnc(Oc4ccccc4)nc32)cc1. The result is 1 (inhibitor).